The task is: Regression. Given two drug SMILES strings and cell line genomic features, predict the synergy score measuring deviation from expected non-interaction effect.. This data is from NCI-60 drug combinations with 297,098 pairs across 59 cell lines. (1) Synergy scores: CSS=38.9, Synergy_ZIP=-8.49, Synergy_Bliss=-4.21, Synergy_Loewe=-29.2, Synergy_HSA=-5.19. Cell line: SF-268. Drug 1: C1=CC(=CC=C1CC(C(=O)O)N)N(CCCl)CCCl.Cl. Drug 2: CCC1(CC2CC(C3=C(CCN(C2)C1)C4=CC=CC=C4N3)(C5=C(C=C6C(=C5)C78CCN9C7C(C=CC9)(C(C(C8N6C)(C(=O)OC)O)OC(=O)C)CC)OC)C(=O)OC)O.OS(=O)(=O)O. (2) Drug 1: CC1C(C(CC(O1)OC2CC(OC(C2O)C)OC3=CC4=CC5=C(C(=O)C(C(C5)C(C(=O)C(C(C)O)O)OC)OC6CC(C(C(O6)C)O)OC7CC(C(C(O7)C)O)OC8CC(C(C(O8)C)O)(C)O)C(=C4C(=C3C)O)O)O)O. Drug 2: CS(=O)(=O)OCCCCOS(=O)(=O)C. Cell line: COLO 205. Synergy scores: CSS=33.4, Synergy_ZIP=-2.93, Synergy_Bliss=-1.20, Synergy_Loewe=-24.6, Synergy_HSA=-2.28. (3) Drug 1: C(CC(=O)O)C(=O)CN.Cl. Drug 2: COCCOC1=C(C=C2C(=C1)C(=NC=N2)NC3=CC=CC(=C3)C#C)OCCOC.Cl. Cell line: NCI/ADR-RES. Synergy scores: CSS=3.81, Synergy_ZIP=-2.74, Synergy_Bliss=-3.68, Synergy_Loewe=-3.07, Synergy_HSA=-2.63.